Predict which catalyst facilitates the given reaction. From a dataset of Catalyst prediction with 721,799 reactions and 888 catalyst types from USPTO. (1) Reactant: [CH3:1][O:2][C:3]1[CH:4]=[C:5]([NH:11][C:12]2[C:13]3[N:28]=[CH:27][S:26][C:14]=3[N:15]=[C:16]([N:18]3[CH2:22][CH2:21][CH:20]([C:23](O)=[O:24])[CH2:19]3)[N:17]=2)[CH:6]=[CH:7][C:8]=1[O:9][CH3:10].[NH2:29][C:30]1[CH:42]=[CH:41][C:33]([C:34]([O:36][C:37]([CH3:40])([CH3:39])[CH3:38])=[O:35])=[CH:32][CH:31]=1.CN(C(ON1N=NC2C=CC=NC1=2)=[N+](C)C)C.F[P-](F)(F)(F)(F)F.CCN(C(C)C)C(C)C. Product: [CH3:1][O:2][C:3]1[CH:4]=[C:5]([NH:11][C:12]2[C:13]3[N:28]=[CH:27][S:26][C:14]=3[N:15]=[C:16]([N:18]3[CH2:22][CH2:21][CH:20]([C:23]([NH:29][C:30]4[CH:42]=[CH:41][C:33]([C:34]([O:36][C:37]([CH3:38])([CH3:39])[CH3:40])=[O:35])=[CH:32][CH:31]=4)=[O:24])[CH2:19]3)[N:17]=2)[CH:6]=[CH:7][C:8]=1[O:9][CH3:10]. The catalyst class is: 3. (2) Reactant: C(O[C:5](=[O:7])C)(=O)C.[NH2:8][C:9]1[C:14]2[N:15]=[CH:16][C:17]3[N:18]([CH2:19][N:20]([O:22][CH3:23])[CH:21]=3)[C:13]=2[N:12]([CH2:24][CH3:25])[CH2:11][C:10]=1[CH3:26].C([O-])(O)=O.[Na+]. Product: [CH2:24]([N:12]1[C:13]2[N:18]3[CH2:19][N:20]([O:22][CH3:23])[CH:21]=[C:17]3[CH:16]=[N:15][C:14]=2[C:9]([NH:8][CH:5]=[O:7])=[C:10]([CH3:26])[CH2:11]1)[CH3:25]. The catalyst class is: 52. (3) Reactant: Cl[C:2](OC(Cl)(Cl)Cl)=[O:3].[C:9]([C:13]1[CH:47]=[CH:46][C:16]([CH2:17][O:18][C:19]2[CH:24]=[CH:23][CH:22]=[CH:21][C:20]=2/[CH:25]=[CH:26]/[CH:27]([CH2:40][CH2:41][CH2:42][CH2:43][C:44]#[N:45])[CH2:28][CH2:29][C:30]2[CH:39]=[CH:38][C:33]([C:34]([NH:36][NH2:37])=[O:35])=[CH:32][CH:31]=2)=[CH:15][CH:14]=1)([CH3:12])([CH3:11])[CH3:10]. Product: [C:9]([C:13]1[CH:14]=[CH:15][C:16]([CH2:17][O:18][C:19]2[CH:24]=[CH:23][CH:22]=[CH:21][C:20]=2/[CH:25]=[CH:26]/[CH:27]([CH2:28][CH2:29][C:30]2[CH:39]=[CH:38][C:33]([C:34]3[O:35][C:2](=[O:3])[NH:37][N:36]=3)=[CH:32][CH:31]=2)[CH2:40][CH2:41][CH2:42][CH2:43][C:44]#[N:45])=[CH:46][CH:47]=1)([CH3:12])([CH3:10])[CH3:11]. The catalyst class is: 12.